From a dataset of Reaction yield outcomes from USPTO patents with 853,638 reactions. Predict the reaction yield, written as a fraction of the theoretical maximum amount of product (1.0 means a 100% yield; for example, 0.34 means a 34% yield). (1) The reactants are [Br:1][C:2]1[C:3](F)=[CH:4][N:5]=[C:6]2[C:11]=1[N:10]=[C:9]([O:12][CH3:13])[CH:8]=[CH:7]2.[CH3:15][O-:16].[Na+]. The catalyst is CO.O.[Cl-].[Na+].O. The product is [Br:1][C:2]1[C:3]([O:16][CH3:15])=[CH:4][N:5]=[C:6]2[C:11]=1[N:10]=[C:9]([O:12][CH3:13])[CH:8]=[CH:7]2. The yield is 0.950. (2) The reactants are [CH3:1][C:2]1[N:40]=[C:5]2[N:6]([CH2:33][C:34](=O)[C:35]([F:38])([F:37])[F:36])[C:7](=[O:32])[C:8]([CH2:13][C:14]3[CH:19]=[CH:18][C:17]([C:20]4[CH:25]=[CH:24][CH:23]=[CH:22][C:21]=4[C:26]4[NH:30][C:29](=[O:31])[O:28][N:27]=4)=[CH:16][CH:15]=3)=[C:9]([CH2:10][CH2:11][CH3:12])[N:4]2[N:3]=1.Cl.[NH2:42][O:43][CH2:44][CH3:45].N1C=CC=CC=1.Cl. The catalyst is O.C(OCC)(=O)C. The product is [CH2:44]([O:43]/[N:42]=[C:34](/[C:35]([F:37])([F:36])[F:38])\[CH2:33][N:6]1[C:7](=[O:32])[C:8]([CH2:13][C:14]2[CH:15]=[CH:16][C:17]([C:20]3[CH:25]=[CH:24][CH:23]=[CH:22][C:21]=3[C:26]3[NH:30][C:29](=[O:31])[O:28][N:27]=3)=[CH:18][CH:19]=2)=[C:9]([CH2:10][CH2:11][CH3:12])[N:4]2[N:3]=[C:2]([CH3:1])[N:40]=[C:5]12)[CH3:45]. The yield is 0.280. (3) The reactants are [C:1]([C:3]1[C:8]([CH3:9])=[C:7]([CH3:10])[C:6]([N+:11]([O-])=O)=[CH:5][N:4]=1)#[N:2].[Cl-].[Ca+2].[Cl-]. The catalyst is [Fe]. The product is [NH2:11][C:6]1[C:7]([CH3:10])=[C:8]([CH3:9])[C:3]([C:1]#[N:2])=[N:4][CH:5]=1. The yield is 0.500. (4) The reactants are [CH3:1][O:2][C:3]1[CH:4]=[CH:5][C:6]([NH2:9])=[N:7][CH:8]=1.[CH2:10]([O:12][C:13]([N:15]=[C:16]=[S:17])=[O:14])[CH3:11]. The catalyst is O1CCOCC1. The product is [CH2:10]([O:12][C:13]([NH:15][C:16]([NH2:7])=[S:17])=[O:14])[CH3:11].[CH3:1][O:2][C:3]1[CH:4]=[CH:5][C:6]([NH2:9])=[N:7][CH:8]=1. The yield is 1.00.